Dataset: Reaction yield outcomes from USPTO patents with 853,638 reactions. Task: Predict the reaction yield, written as a fraction of the theoretical maximum amount of product (1.0 means a 100% yield; for example, 0.34 means a 34% yield). The reactants are C(N(CC)CC)C.[CH:8]([C:10]1[C:18]2[C:13](=[CH:14][CH:15]=[CH:16][CH:17]=2)[N:12](C(OC(C)(C)C)=O)[CH:11]=1)=[O:9].[NH:26]1[CH:30]=[CH:29][N:28]=[C:27]1[CH:31]=[N:32][C:33]1[CH:38]=[CH:37][CH:36]=[C:35]([O:39][CH3:40])[CH:34]=1. The catalyst is [Cl-].C([N+]1C(C)=C(CCO)SC=1)C1C=CC=CC=1.C(O)C. The product is [NH:26]1[CH:30]=[CH:29][N:28]=[C:27]1[CH:31]([NH:32][C:33]1[CH:38]=[CH:37][CH:36]=[C:35]([O:39][CH3:40])[CH:34]=1)[C:8]([C:10]1[C:18]2[C:13](=[CH:14][CH:15]=[CH:16][CH:17]=2)[NH:12][CH:11]=1)=[O:9]. The yield is 0.150.